Dataset: Reaction yield outcomes from USPTO patents with 853,638 reactions. Task: Predict the reaction yield, written as a fraction of the theoretical maximum amount of product (1.0 means a 100% yield; for example, 0.34 means a 34% yield). (1) The product is [N+:28]([C:31]1[CH:32]=[CH:33][C:34]([CH2:35][NH:36][C:13]([CH:9]2[N:8]([C:6]([O:5][C:1]([CH3:2])([CH3:3])[CH3:4])=[O:7])[CH2:12][CH2:11][S:10]2)=[O:15])=[CH:37][CH:38]=1)([O-:30])=[O:29]. The catalyst is C1COCC1.CN(C=O)C. The reactants are [C:1]([O:5][C:6]([N:8]1[CH2:12][CH2:11][S:10][CH:9]1[C:13]([OH:15])=O)=[O:7])([CH3:4])([CH3:3])[CH3:2].C(N1C=CN=C1)(N1C=CN=C1)=O.[N+:28]([C:31]1[CH:38]=[CH:37][C:34]([CH2:35][NH2:36])=[CH:33][CH:32]=1)([O-:30])=[O:29].C(N(CC)CC)C. The yield is 0.800. (2) The reactants are [OH-].[K+].C[Si]([C:7]#[C:8][C:9]1[CH:21]=[CH:20][C:19]2[C:18]3[C:13](=[CH:14][C:15]([C:22]#[C:23][Si](C)(C)C)=[CH:16][CH:17]=3)[CH2:12][C:11]=2[CH:10]=1)(C)C. The catalyst is CO. The product is [C:22]([C:15]1[CH:16]=[CH:17][C:18]2[C:19]3[C:11](=[CH:10][C:9]([C:8]#[CH:7])=[CH:21][CH:20]=3)[CH2:12][C:13]=2[CH:14]=1)#[CH:23]. The yield is 0.720. (3) The reactants are Cl[C:2]1[N:7]=[C:6]([N:8]2[CH2:13][CH2:12][O:11][CH2:10][CH2:9]2)[N:5]=[C:4]([N:14]2[C:18]3[CH:19]=[CH:20][CH:21]=[C:22]([O:23][CH3:24])[C:17]=3[N:16]=[C:15]2[CH:25]([F:27])[F:26])[N:3]=1.CC1(C)C(C)(C)OB([C:36]2[CH2:37][CH2:38][N:39]([C:42]([O:44][C:45]([CH3:48])([CH3:47])[CH3:46])=[O:43])[CH2:40][CH:41]=2)O1.C([O-])([O-])=O.[Na+].[Na+].C(Cl)Cl.CCOC(C)=O. The catalyst is O1CCOCC1.C1C=CC(P(C2C=CC=CC=2)[C-]2C=CC=C2)=CC=1.C1C=CC(P(C2C=CC=CC=2)[C-]2C=CC=C2)=CC=1.Cl[Pd]Cl.[Fe+2]. The product is [F:26][CH:25]([F:27])[C:15]1[N:14]([C:4]2[N:5]=[C:6]([N:8]3[CH2:13][CH2:12][O:11][CH2:10][CH2:9]3)[N:7]=[C:2]([C:36]3[CH2:41][CH2:40][N:39]([C:42]([O:44][C:45]([CH3:48])([CH3:47])[CH3:46])=[O:43])[CH2:38][CH:37]=3)[N:3]=2)[C:18]2[CH:19]=[CH:20][CH:21]=[C:22]([O:23][CH3:24])[C:17]=2[N:16]=1. The yield is 0.940. (4) The reactants are [Br:1][C:2]1[CH:3]=[C:4]([CH:15]=[CH:16][C:17]=1[O:18][CH3:19])[C:5]([C:7]1[C:8]([C:13]#[N:14])=[N:9][CH:10]=[CH:11][CH:12]=1)=O.[CH3:20][C:21]([S:24]([NH2:26])=[O:25])([CH3:23])[CH3:22].CO.C(=O)(O)[O-].[Na+]. The catalyst is C1COCC1.[O-]CC.[Ti+4].[O-]CC.[O-]CC.[O-]CC.C(OCC)(=O)C. The product is [Br:1][C:2]1[CH:3]=[C:4]([C:5]([C:7]2[C:8]([C:13]#[N:14])=[N:9][CH:10]=[CH:11][CH:12]=2)=[N:26][S:24]([C:21]([CH3:23])([CH3:22])[CH3:20])=[O:25])[CH:15]=[CH:16][C:17]=1[O:18][CH3:19]. The yield is 0.760. (5) The reactants are [C:1]([O:5][C:6]([N:8]1[CH2:13][CH2:12][CH:11]([NH:14][C:15]2[CH:20]=[CH:19][C:18]([Cl:21])=[CH:17][C:16]=2[CH:22]=[CH:23][C:24]([O:26][CH2:27][CH3:28])=[O:25])[CH2:10][CH2:9]1)=[O:7])([CH3:4])([CH3:3])[CH3:2]. The catalyst is CCOC(C)=O.O=[Pt]=O. The product is [C:1]([O:5][C:6]([N:8]1[CH2:13][CH2:12][CH:11]([NH:14][C:15]2[CH:20]=[CH:19][C:18]([Cl:21])=[CH:17][C:16]=2[CH2:22][CH2:23][C:24]([O:26][CH2:27][CH3:28])=[O:25])[CH2:10][CH2:9]1)=[O:7])([CH3:4])([CH3:3])[CH3:2]. The yield is 0.460. (6) The reactants are C([O:7][CH2:8][C@H:9]([C:15]1[C:24]([CH3:25])=[CH:23][C:18]2[N:19]=[C:20](Br)[S:21][C:17]=2[C:16]=1[C:26]1[CH:31]=[CH:30][C:29]([Cl:32])=[CH:28][CH:27]=1)[O:10][C:11]([CH3:14])([CH3:13])[CH3:12])(=O)C(C)(C)C.[Br:33][C:34]1[CH:35]=[C:36](B(O)O)[CH:37]=[CH:38][CH:39]=1.CO.[OH-].[Na+]. The catalyst is O1CCOCC1. The product is [Br:33][C:34]1[CH:35]=[C:36]([C:20]2[S:21][C:17]3[C:16]([C:26]4[CH:27]=[CH:28][C:29]([Cl:32])=[CH:30][CH:31]=4)=[C:15]([C@H:9]([O:10][C:11]([CH3:13])([CH3:12])[CH3:14])[CH2:8][OH:7])[C:24]([CH3:25])=[CH:23][C:18]=3[N:19]=2)[CH:37]=[CH:38][CH:39]=1. The yield is 0.360. (7) The reactants are I[C:2]1[C:10]2[C:5](=[CH:6][C:7]([C@H:11]3[C@@:13]4([C:21]5[C:16](=[CH:17][CH:18]=[CH:19][CH:20]=5)[NH:15][C:14]4=[O:22])[CH2:12]3)=[CH:8][CH:9]=2)[NH:4][N:3]=1.CC1(C)C(C)(C)OB([C:31]2[CH:32]=[C:33]([S:37]([NH2:40])(=[O:39])=[O:38])[CH:34]=[CH:35][CH:36]=2)O1.C([O-])([O-])=O.[Na+].[Na+]. The catalyst is COCCOC.Cl[Pd](Cl)([P](C1C=CC=CC=1)(C1C=CC=CC=1)C1C=CC=CC=1)[P](C1C=CC=CC=1)(C1C=CC=CC=1)C1C=CC=CC=1. The product is [O:22]=[C:14]1[C@@:13]2([CH2:12][C@H:11]2[C:7]2[CH:6]=[C:5]3[C:10]([C:2]([C:31]4[CH:32]=[C:33]([S:37]([NH2:40])(=[O:39])=[O:38])[CH:34]=[CH:35][CH:36]=4)=[N:3][NH:4]3)=[CH:9][CH:8]=2)[C:21]2[C:16](=[CH:17][CH:18]=[CH:19][CH:20]=2)[NH:15]1. The yield is 0.0800. (8) The reactants are [Cl:1][C:2]1[CH:3]=[C:4]([C:8]2[CH:9]=[C:10]([OH:17])[C:11](C(O)=O)=[N:12][CH:13]=2)[CH:5]=[CH:6][CH:7]=1.C(N(C(C)C)CC)(C)C.CC(C)(C)C(Cl)=O.Cl.[CH3:35][O:36][C:37](=[O:40])[CH2:38][NH2:39]. The catalyst is CCO.C1COCC1. The product is [Cl:1][C:2]1[CH:3]=[C:4]([C:8]2[CH:9]=[C:10]([OH:17])[C:11]([NH:39][CH2:38][C:37]([O:36][CH3:35])=[O:40])=[N:12][CH:13]=2)[CH:5]=[CH:6][CH:7]=1. The yield is 0.910.